This data is from Full USPTO retrosynthesis dataset with 1.9M reactions from patents (1976-2016). The task is: Predict the reactants needed to synthesize the given product. (1) The reactants are: [F:1][C:2]1[N:7]=[C:6]([N:8]2[C@@H:12]([C@H:13](O)[CH3:14])[CH2:11][O:10][C:9]2=[O:16])[CH:5]=[CH:4][N:3]=1.[F:17]C(F)(S(F)(=O)=O)C(F)(F)C(F)(F)C(F)(F)F.F.F.F.C(N(CC)CC)C.C(N(CC)CC)C. Given the product [F:17][C@H:13]([C@H:12]1[CH2:11][O:10][C:9](=[O:16])[N:8]1[C:6]1[CH:5]=[CH:4][N:3]=[C:2]([F:1])[N:7]=1)[CH3:14], predict the reactants needed to synthesize it. (2) Given the product [Cl:1][C:2]1[CH:28]=[CH:27][C:5]([CH2:6][N:7]2[C:15]3[C:10](=[CH:11][C:12]([CH:16]=[C:17]4[S:21][C:20]([N:43]([CH2:42][CH:39]5[CH2:40][CH2:41][N:37]([CH2:36][CH2:35][O:34][CH3:33])[CH2:38]5)[CH3:44])=[N:19][C:18]4=[O:26])=[CH:13][CH:14]=3)[CH:9]=[N:8]2)=[C:4]([C:29]([F:31])([F:32])[F:30])[CH:3]=1, predict the reactants needed to synthesize it. The reactants are: [Cl:1][C:2]1[CH:28]=[CH:27][C:5]([CH2:6][N:7]2[C:15]3[C:10](=[CH:11][C:12]([CH:16]=[C:17]4[S:21][CH:20](SCCC)[NH:19][C:18]4=[O:26])=[CH:13][CH:14]=3)[CH:9]=[N:8]2)=[C:4]([C:29]([F:32])([F:31])[F:30])[CH:3]=1.[CH3:33][O:34][CH2:35][CH2:36][N:37]1[CH2:41][CH2:40][CH:39]([CH2:42][NH:43][CH3:44])[CH2:38]1.